From a dataset of Tyrosyl-DNA phosphodiesterase HTS with 341,365 compounds. Binary Classification. Given a drug SMILES string, predict its activity (active/inactive) in a high-throughput screening assay against a specified biological target. The compound is S1c2sccc2C(=C2/CCNCC2)/c2c(C1)cccc2. The result is 0 (inactive).